From a dataset of Reaction yield outcomes from USPTO patents with 853,638 reactions. Predict the reaction yield, written as a fraction of the theoretical maximum amount of product (1.0 means a 100% yield; for example, 0.34 means a 34% yield). (1) The reactants are Cl[S:2]([C:5]1[CH:6]=[C:7]2[C:11](=[CH:12][CH:13]=1)[NH:10][C:9](=[O:14])[CH2:8]2)(=[O:4])=[O:3].[CH3:15][NH2:16]. The catalyst is O1CCCC1. The product is [CH3:15][NH:16][S:2]([C:5]1[CH:6]=[C:7]2[C:11](=[CH:12][CH:13]=1)[NH:10][C:9](=[O:14])[CH2:8]2)(=[O:4])=[O:3]. The yield is 0.880. (2) The reactants are [NH:1]1[CH2:6][CH2:5][O:4][CH2:3][CH2:2]1.[C:7]([N:14]1[CH2:20][CH2:19][CH2:18][C@H:15]1[CH:16]=O)([O:9][C:10]([CH3:13])([CH3:12])[CH3:11])=[O:8].N1C=CC=CC=1.B. The catalyst is C(Cl)Cl.[Cl-].[Zn+2].[Cl-]. The product is [N:1]1([CH2:16][C@@H:15]2[CH2:18][CH2:19][CH2:20][N:14]2[C:7]([O:9][C:10]([CH3:11])([CH3:13])[CH3:12])=[O:8])[CH2:6][CH2:5][O:4][CH2:3][CH2:2]1. The yield is 0.870. (3) The reactants are C[O:2][C:3](=[O:39])[CH:4]([NH:31][C:32]([O:34][C:35]([CH3:38])([CH3:37])[CH3:36])=[O:33])[CH2:5][C:6]1[CH:11]=[CH:10][C:9]([C:12]2[CH:17]=[CH:16][C:15]([C:18]3[C:23]4[O:24][C:25]5[CH:30]=[CH:29][CH:28]=[CH:27][C:26]=5[C:22]=4[CH:21]=[CH:20][CH:19]=3)=[CH:14][CH:13]=2)=[CH:8][CH:7]=1.[OH-].[K+].Cl. The catalyst is C1COCC1.CO.C(OCC)(=O)C. The product is [C:35]([O:34][C:32]([NH:31][CH:4]([CH2:5][C:6]1[CH:11]=[CH:10][C:9]([C:12]2[CH:17]=[CH:16][C:15]([C:18]3[C:23]4[O:24][C:25]5[CH:30]=[CH:29][CH:28]=[CH:27][C:26]=5[C:22]=4[CH:21]=[CH:20][CH:19]=3)=[CH:14][CH:13]=2)=[CH:8][CH:7]=1)[C:3]([OH:39])=[O:2])=[O:33])([CH3:38])([CH3:36])[CH3:37]. The yield is 0.670. (4) The yield is 0.360. The catalyst is C1COCC1.O. The product is [C:40]([O:43][C:44]([NH:1][CH2:4][C:5]1[CH:6]=[CH:7][C:8]([C:11]#[N:12])=[N:9][CH:10]=1)=[O:45])([CH3:42])([CH3:41])[CH3:39]. The reactants are [N:1]([CH2:4][C:5]1[CH:6]=[CH:7][C:8]([C:11]#[N:12])=[N:9][CH:10]=1)=[N+]=[N-].C1(P(C2C=CC=CC=2)C2C=CC=CC=2)C=CC=CC=1.C(N(CC)CC)C.[CH3:39][C:40]([O:43][C:44](O[C:44]([O:43][C:40]([CH3:42])([CH3:41])[CH3:39])=[O:45])=[O:45])([CH3:42])[CH3:41]. (5) The reactants are [CH3:1][O:2][CH2:3][NH:4][C:5]([CH:7]1[CH2:11][S:10][C:9]([C:12]2[CH:17]=[CH:16][CH:15]=[CH:14][CH:13]=2)=[N:8]1)=[O:6].C1CCN2C(=NCCC2)CC1.BrC(Cl)(Cl)Cl. The catalyst is C(Cl)Cl. The product is [CH3:1][O:2][CH2:3][NH:4][C:5]([C:7]1[N:8]=[C:9]([C:12]2[CH:17]=[CH:16][CH:15]=[CH:14][CH:13]=2)[S:10][CH:11]=1)=[O:6]. The yield is 0.736. (6) The reactants are [NH2:1][C:2]1[S:6][N:5]=[C:4]([CH3:7])[C:3]=1[C:8]([NH:10][C:11]1[CH:16]=[CH:15][C:14]([F:17])=[C:13]([F:18])[CH:12]=1)=[O:9].Cl[C:20]1[S:21][C:22]2[C:27]([N:28]=1)=[C:26]([C:29]([F:32])([F:31])[F:30])[CH:25]=[CH:24][N:23]=2.C(=O)([O-])[O-].[Cs+].[Cs+].CC1(C)C2C(=C(P(C3C=CC=CC=3)C3C=CC=CC=3)C=CC=2)OC2C(P(C3C=CC=CC=3)C3C=CC=CC=3)=CC=CC1=2. The catalyst is O1CCOCC1.CN(C=O)C.C([O-])(=O)C.[Pd+2].C([O-])(=O)C. The product is [F:18][C:13]1[CH:12]=[C:11]([NH:10][C:8]([C:3]2[C:4]([CH3:7])=[N:5][S:6][C:2]=2[NH:1][C:20]2[S:21][C:22]3[C:27]([N:28]=2)=[C:26]([C:29]([F:30])([F:31])[F:32])[CH:25]=[CH:24][N:23]=3)=[O:9])[CH:16]=[CH:15][C:14]=1[F:17]. The yield is 0.140. (7) The yield is 0.660. The reactants are C(OC(=O)[NH:7][C:8]1[CH:13]=[CH:12][C:11]([F:14])=[CH:10][C:9]=1[CH2:15][C:16]([CH3:18])=[CH2:17])(C)(C)C.C1(OC)C=CC=CC=1.FC(F)(F)C(O)=O.CS(O)(=O)=O. The product is [CH3:17][C:16]1([CH3:18])[CH2:15][C:9]2[C:8](=[CH:13][CH:12]=[C:11]([F:14])[CH:10]=2)[NH:7]1. The catalyst is ClCCl. (8) The catalyst is C(O)C. The reactants are [CH3:1][N:2]1[C:10]2[N:9]=[C:8]([O:11][C:12]3[CH:17]=[CH:16][CH:15]=[C:14]([O:18][C:19]([F:22])([F:21])[F:20])[CH:13]=3)[N:7](COCC[Si](C)(C)C)[C:6]=2[C:5](=[O:31])[N:4]([CH2:32][CH2:33][O:34][CH2:35][CH2:36][O:37]C2CCCCO2)[C:3]1=[O:44].Cl. The yield is 0.840. The product is [OH:37][CH2:36][CH2:35][O:34][CH2:33][CH2:32][N:4]1[C:5](=[O:31])[C:6]2[NH:7][C:8]([O:11][C:12]3[CH:17]=[CH:16][CH:15]=[C:14]([O:18][C:19]([F:21])([F:22])[F:20])[CH:13]=3)=[N:9][C:10]=2[N:2]([CH3:1])[C:3]1=[O:44].